This data is from Reaction yield outcomes from USPTO patents with 853,638 reactions. The task is: Predict the reaction yield, written as a fraction of the theoretical maximum amount of product (1.0 means a 100% yield; for example, 0.34 means a 34% yield). (1) The reactants are [O:1]=[C:2]([C:6]1[CH:11]=[CH:10][CH:9]=[CH:8][CH:7]=1)[CH2:3][C:4]#[N:5].[CH3:12][C:13]1[CH:19]=[CH:18][C:16]([NH2:17])=[CH:15][CH:14]=1. The catalyst is C(O)C. The product is [CH3:12][C:13]1[CH:19]=[CH:18][C:16]([NH:17][C:4](=[NH:5])[CH2:3][C:2](=[O:1])[C:6]2[CH:7]=[CH:8][CH:9]=[CH:10][CH:11]=2)=[CH:15][CH:14]=1. The yield is 0.320. (2) The reactants are [Cl:1][C:2]1[CH:7]=[CH:6][C:5]([CH3:8])=[CH:4][C:3]=1[OH:9].[C:10](=O)([O-])[O-].[K+].[K+].CI. The catalyst is CC(C)=O. The product is [Cl:1][C:2]1[CH:7]=[CH:6][C:5]([CH3:8])=[CH:4][C:3]=1[O:9][CH3:10]. The yield is 1.04.